Dataset: Catalyst prediction with 721,799 reactions and 888 catalyst types from USPTO. Task: Predict which catalyst facilitates the given reaction. (1) Reactant: [N:1]([C:4]1[CH:5]=[CH:6][C:7]2[C:8]3[N:29]=[CH:28][C:27]([C:30]4[N:34]([CH3:35])[N:33]=[N:32][C:31]=4[CH3:36])=[CH:26][C:9]=3[N:10]([C@@H:13](C3CCOCC3)[C:14]3[CH:19]=[CH:18][CH:17]=[CH:16][CH:15]=3)[C:11]=2[CH:12]=1)=[C:2]=[O:3].[F:37][C:38]([F:43])([F:42])[CH2:39][CH2:40][OH:41].[C:44](O)(C(F)(F)F)=O.O1[CH2:56][CH2:55][O:54][CH2:53][CH2:52]1. Product: [CH3:36][C:31]1[N:32]=[N:33][N:34]([CH3:35])[C:30]=1[C:27]1[CH:28]=[N:29][C:8]2[C:7]3[CH:6]=[CH:5][C:4]([NH:1][C:2](=[O:3])[O:41][CH2:40][CH2:39][C:38]([F:43])([F:42])[F:37])=[CH:12][C:11]=3[N:10]([CH2:13][C:14]3[CH:15]=[C:16]([CH:44]4[CH2:56][CH2:55][O:54][CH2:53][CH2:52]4)[CH:17]=[CH:18][CH:19]=3)[C:9]=2[CH:26]=1. The catalyst class is: 192. (2) Reactant: [F:1][C:2]([F:33])([F:32])[C:3]1[CH:4]=[C:5]([CH:25]=[C:26]([C:28]([F:31])([F:30])[F:29])[CH:27]=1)[CH2:6][NH:7][C:8]1[N:13]=[CH:12][C:11]([O:14][CH2:15][CH2:16][CH2:17][C:18]([O:20][C:21]([CH3:24])([CH3:23])[CH3:22])=[O:19])=[CH:10][N:9]=1.[H-].[Na+].[Br:36][C:37]1[CH:42]=[C:41]([O:43][CH3:44])[C:40]([O:45][CH3:46])=[CH:39][C:38]=1[CH2:47]Cl.[Cl-].[NH4+]. Product: [F:33][C:2]([F:1])([F:32])[C:3]1[CH:4]=[C:5]([CH:25]=[C:26]([C:28]([F:29])([F:30])[F:31])[CH:27]=1)[CH2:6][N:7]([CH2:47][C:38]1[CH:39]=[C:40]([O:45][CH3:46])[C:41]([O:43][CH3:44])=[CH:42][C:37]=1[Br:36])[C:8]1[N:9]=[CH:10][C:11]([O:14][CH2:15][CH2:16][CH2:17][C:18]([O:20][C:21]([CH3:24])([CH3:23])[CH3:22])=[O:19])=[CH:12][N:13]=1. The catalyst class is: 39. (3) Reactant: Br[C:2]1[CH:3]=[C:4]([C:9]2[CH:14]=[CH:13][C:12]([N:15]3[C@@H:19]([C:20]4[CH:25]=[CH:24][CH:23]=[CH:22][CH:21]=4)[C:18]([CH3:27])([CH3:26])[O:17][C:16]3=[O:28])=[CH:11][CH:10]=2)[C:5]([F:8])=[N:6][CH:7]=1.[B:29]1([B:29]2[O:33][C:32]([CH3:35])([CH3:34])[C:31]([CH3:37])([CH3:36])[O:30]2)[O:33][C:32]([CH3:35])([CH3:34])[C:31]([CH3:37])([CH3:36])[O:30]1.C([O-])(=O)C.[K+]. Product: [F:8][C:5]1[C:4]([C:9]2[CH:14]=[CH:13][C:12]([N:15]3[C@@H:19]([C:20]4[CH:25]=[CH:24][CH:23]=[CH:22][CH:21]=4)[C:18]([CH3:27])([CH3:26])[O:17][C:16]3=[O:28])=[CH:11][CH:10]=2)=[CH:3][C:2]([B:29]2[O:33][C:32]([CH3:35])([CH3:34])[C:31]([CH3:37])([CH3:36])[O:30]2)=[CH:7][N:6]=1. The catalyst class is: 294. (4) Reactant: [CH:1]([C:4]1[CH:9]=[C:8]([O:10][CH3:11])[C:7]([N:12]2[CH2:17][CH2:16][NH:15][CH2:14][CH2:13]2)=[CH:6][C:5]=1[OH:18])([CH3:3])[CH3:2].C(N(CC)CC)C.[CH3:26][S:27](Cl)(=[O:29])=[O:28]. Product: [CH:1]([C:4]1[CH:9]=[C:8]([O:10][CH3:11])[C:7]([N:12]2[CH2:13][CH2:14][N:15]([S:27]([CH3:26])(=[O:29])=[O:28])[CH2:16][CH2:17]2)=[CH:6][C:5]=1[OH:18])([CH3:3])[CH3:2]. The catalyst class is: 4. (5) Reactant: [F:1][C:2]([P:8]([C:12]([F:18])([F:17])[C:13]([F:16])([F:15])[F:14])(=[O:11])[O:9]C)([F:7])[C:3]([F:6])([F:5])[F:4].[CH2:19]([N:21]([CH2:24][CH3:25])[CH2:22][CH3:23])[CH3:20]. Product: [F:7][C:2]([P:8]([C:12]([F:17])([F:18])[C:13]([F:16])([F:15])[F:14])(=[O:9])[O-:11])([F:1])[C:3]([F:6])([F:5])[F:4].[CH2:19]([N+:21]([CH2:24][CH3:25])([CH2:22][CH3:23])[CH3:2])[CH3:20]. The catalyst class is: 81. (6) Reactant: [C:1]([O:5][C:6]([N:8]1[C:12]2=[N:13][C:14]([O:17][C:18]3[CH:23]=[CH:22][C:21]([F:24])=[CH:20][C:19]=3[F:25])=[N:15][CH:16]=[C:11]2[C:10]([O:26]C(OC(C)(C)C)=O)=[N:9]1)=[O:7])([CH3:4])([CH3:3])[CH3:2]. Product: [C:1]([O:5][C:6]([N:8]1[C:12]2=[N:13][C:14]([O:17][C:18]3[CH:23]=[CH:22][C:21]([F:24])=[CH:20][C:19]=3[F:25])=[N:15][CH:16]=[C:11]2[C:10]([OH:26])=[N:9]1)=[O:7])([CH3:4])([CH3:2])[CH3:3]. The catalyst class is: 547. (7) Reactant: [Br:1][C:2]1[CH:3]=[C:4](/[CH:15]=[CH:16]/[C:17]([OH:19])=O)[N:5]([CH2:7][O:8][CH2:9][CH2:10][Si:11]([CH3:14])([CH3:13])[CH3:12])[CH:6]=1.C(N(CC)CC)C.C1(P([N:41]=[N+:42]=[N-:43])(C2C=CC=CC=2)=O)C=CC=CC=1.O. Product: [Br:1][C:2]1[CH:3]=[C:4](/[CH:15]=[CH:16]/[C:17]([N:41]=[N+:42]=[N-:43])=[O:19])[N:5]([CH2:7][O:8][CH2:9][CH2:10][Si:11]([CH3:14])([CH3:13])[CH3:12])[CH:6]=1. The catalyst class is: 3.